Dataset: Experimentally validated miRNA-target interactions with 360,000+ pairs, plus equal number of negative samples. Task: Binary Classification. Given a miRNA mature sequence and a target amino acid sequence, predict their likelihood of interaction. The miRNA is mmu-miR-693-5p with sequence CAGCCACAUCCGAAAGUUUUC. The protein sequence of the target gene is MESFTNDRLQLPRNMIENSMFEEEPDVVDLAKEPCLHPLEPDEVEYEPRGSRLLVRGLGEHEMDEDEEDYESSAKLLGMSFMNRSSGLRNSAAGYRQSPDGTCSLPSARTLVICVFVIVVAVSVIMVIYLLPRCTFTKEGCHKTNQSAELIQPVATNGKVFPWAQIRLPTAIIPLCYELSLHPNLTSMTFRGSVTISLQALQDTRDIILHSTGHNISRVTFMSAVSSQEKQVEILEYPYHEQIAVVAPEPLLTGHNYTLKIEYSANISNSYYGFYGITYTDKSNEKKYFAATQFEPLAAR.... Result: 0 (no interaction).